This data is from NCI-60 drug combinations with 297,098 pairs across 59 cell lines. The task is: Regression. Given two drug SMILES strings and cell line genomic features, predict the synergy score measuring deviation from expected non-interaction effect. (1) Drug 1: CC1=C(C=C(C=C1)C(=O)NC2=CC(=CC(=C2)C(F)(F)F)N3C=C(N=C3)C)NC4=NC=CC(=N4)C5=CN=CC=C5. Drug 2: CC1CCCC2(C(O2)CC(NC(=O)CC(C(C(=O)C(C1O)C)(C)C)O)C(=CC3=CSC(=N3)C)C)C. Cell line: UO-31. Synergy scores: CSS=10.9, Synergy_ZIP=1.48, Synergy_Bliss=5.28, Synergy_Loewe=-17.6, Synergy_HSA=1.20. (2) Drug 1: CN(C)N=NC1=C(NC=N1)C(=O)N. Drug 2: CC(C1=C(C=CC(=C1Cl)F)Cl)OC2=C(N=CC(=C2)C3=CN(N=C3)C4CCNCC4)N. Cell line: T-47D. Synergy scores: CSS=-3.16, Synergy_ZIP=0.477, Synergy_Bliss=0.0328, Synergy_Loewe=-2.20, Synergy_HSA=-1.98. (3) Drug 1: CN(C)C1=NC(=NC(=N1)N(C)C)N(C)C. Drug 2: CC1=C(C=C(C=C1)NC(=O)C2=CC=C(C=C2)CN3CCN(CC3)C)NC4=NC=CC(=N4)C5=CN=CC=C5. Synergy scores: CSS=-6.52, Synergy_ZIP=4.39, Synergy_Bliss=2.55, Synergy_Loewe=-4.21, Synergy_HSA=-3.56. Cell line: DU-145. (4) Drug 1: CC1=C(C=C(C=C1)NC(=O)C2=CC=C(C=C2)CN3CCN(CC3)C)NC4=NC=CC(=N4)C5=CN=CC=C5. Drug 2: CC1=C(C(=CC=C1)Cl)NC(=O)C2=CN=C(S2)NC3=CC(=NC(=N3)C)N4CCN(CC4)CCO. Cell line: NCI-H460. Synergy scores: CSS=-5.66, Synergy_ZIP=1.30, Synergy_Bliss=-2.20, Synergy_Loewe=-7.99, Synergy_HSA=-5.90. (5) Cell line: MALME-3M. Synergy scores: CSS=27.0, Synergy_ZIP=-6.79, Synergy_Bliss=-7.22, Synergy_Loewe=-19.2, Synergy_HSA=-7.81. Drug 1: COC1=C(C=C2C(=C1)N=CN=C2NC3=CC(=C(C=C3)F)Cl)OCCCN4CCOCC4. Drug 2: C1=CC(=CC=C1CC(C(=O)O)N)N(CCCl)CCCl.Cl. (6) Drug 1: CC1=C(C(=O)C2=C(C1=O)N3CC4C(C3(C2COC(=O)N)OC)N4)N. Drug 2: COCCOC1=C(C=C2C(=C1)C(=NC=N2)NC3=CC=CC(=C3)C#C)OCCOC.Cl. Cell line: SF-539. Synergy scores: CSS=18.0, Synergy_ZIP=-0.376, Synergy_Bliss=-8.50, Synergy_Loewe=-51.3, Synergy_HSA=-15.0.